This data is from Catalyst prediction with 721,799 reactions and 888 catalyst types from USPTO. The task is: Predict which catalyst facilitates the given reaction. (1) Reactant: [F:1][C:2]1[CH:7]=[CH:6][C:5]([N:8]2[C:12]([CH3:13])=[CH:11][C:10]([CH3:14])=[N:9]2)=[CH:4][CH:3]=1.[Cl:15][S:16](O)(=[O:18])=[O:17].S(Cl)(Cl)(=O)=O. Product: [F:1][C:2]1[CH:3]=[CH:4][C:5]([N:8]2[C:12]([CH3:13])=[C:11]([S:16]([Cl:15])(=[O:18])=[O:17])[C:10]([CH3:14])=[N:9]2)=[CH:6][CH:7]=1. The catalyst class is: 22. (2) Reactant: [CH3:1][O:2][C:3]1[CH:8]=[CH:7][C:6]([O:9][CH3:10])=[CH:5][C:4]=1[O:11][CH3:12].[Br:13][CH2:14][CH2:15][CH2:16][CH2:17][CH2:18][C:19](Cl)=[O:20].[Al+3].[Cl-].[Cl-].[Cl-].Cl. Product: [Br:13][CH2:14][CH2:15][CH2:16][CH2:17][CH2:18][C:19]([C:7]1[CH:8]=[C:3]([O:2][CH3:1])[C:4]([O:11][CH3:12])=[CH:5][C:6]=1[O:9][CH3:10])=[O:20]. The catalyst class is: 2. (3) Reactant: [NH2:1][C:2]1[CH:11]=[CH:10][C:9]2[C:4](=[CH:5][CH:6]=[CH:7][CH:8]=2)[C:3]=1[C:12]([O:14][CH3:15])=[O:13].[N:16]1[CH:21]=[CH:20][CH:19]=[CH:18][C:17]=1[S:22](Cl)(=[O:24])=[O:23].N1C=CC=CC=1. Product: [N:16]1[CH:21]=[CH:20][CH:19]=[CH:18][C:17]=1[S:22]([NH:1][C:2]1[CH:11]=[CH:10][C:9]2[C:4](=[CH:5][CH:6]=[CH:7][CH:8]=2)[C:3]=1[C:12]([O:14][CH3:15])=[O:13])(=[O:24])=[O:23]. The catalyst class is: 4. (4) Reactant: [Cl:1][C:2]1[CH:7]=[CH:6][N:5]2[N:8]=[CH:9][CH:10]=[C:4]2[N:3]=1.[Br:11]N1C(=O)CCC1=O.O. Product: [Br:11][C:10]1[CH:9]=[N:8][N:5]2[CH:6]=[CH:7][C:2]([Cl:1])=[N:3][C:4]=12. The catalyst class is: 4. (5) Reactant: [NH2:1][C@H:2]1[CH2:7][CH2:6][C@H:5]([C@H:8]([NH:10][C:11](=[O:17])[O:12][C:13]([CH3:16])([CH3:15])[CH3:14])[CH3:9])[CH2:4][CH2:3]1.[C:18](O)(=[O:22])[C@@H:19]([CH3:21])[OH:20].C(N(C(C)C)CC)(C)C.CN(C(ON1N=NC2C=CC=CC1=2)=[N+](C)C)C.[B-](F)(F)(F)F. The catalyst class is: 3. Product: [OH:20][C@H:19]([CH3:21])[C:18]([NH:1][C@H:2]1[CH2:7][CH2:6][C@H:5]([C@H:8]([NH:10][C:11](=[O:17])[O:12][C:13]([CH3:16])([CH3:15])[CH3:14])[CH3:9])[CH2:4][CH2:3]1)=[O:22]. (6) Reactant: [CH3:1][CH:2]1[CH2:10][CH:9]2[C:4]3([CH:20]=[N:19][C:18]([CH3:21])=[CH:17][C:5]3=[CH:6][CH:7]([CH2:11][C:12]([O:14]CC)=[O:13])[CH2:8]2)[NH:3]1.[OH-].[Na+].Cl. Product: [CH3:1][CH:2]1[CH2:10][CH:9]2[C:4]3([CH:20]=[N:19][C:18]([CH3:21])=[CH:17][C:5]3=[CH:6][CH:7]([CH2:11][C:12]([OH:14])=[O:13])[CH2:8]2)[NH:3]1. The catalyst class is: 8. (7) Reactant: [CH3:1][O:2][C:3]1[CH:8]=[CH:7][C:6]([S:9][C:10]2[CH:15]=[CH:14][C:13]([CH2:16][N:17]3[CH2:22][CH2:21][CH:20]([C:23]4[CH:24]=[C:25]([NH:30]C(OCC5C=CC=CC=5)=O)[CH:26]=[CH:27][C:28]=4[CH3:29])[CH2:19][CH2:18]3)=[CH:12][CH:11]=2)=[CH:5][CH:4]=1.[OH-].[K+].CCCCCC.CCOC(C)=O. Product: [CH3:1][O:2][C:3]1[CH:8]=[CH:7][C:6]([S:9][C:10]2[CH:11]=[CH:12][C:13]([CH2:16][N:17]3[CH2:22][CH2:21][CH:20]([C:23]4[CH:24]=[C:25]([NH2:30])[CH:26]=[CH:27][C:28]=4[CH3:29])[CH2:19][CH2:18]3)=[CH:14][CH:15]=2)=[CH:5][CH:4]=1. The catalyst class is: 5.